This data is from Drug-target binding data from BindingDB using Kd measurements. The task is: Regression. Given a target protein amino acid sequence and a drug SMILES string, predict the binding affinity score between them. We predict pKd (pKd = -log10(Kd in M); higher means stronger binding). Dataset: bindingdb_kd. (1) The drug is O=c1[nH]c(=O)c2[nH]c(=O)n(C[C@@H](O)[C@H](O)[C@H](O)CO)c2[nH]1. The target protein (P16442) has sequence MAEVLRTLAGKPKCHALRPMILFLIMLVLVLFGYGVLSPRSLMPGSLERGFCMAVREPDHLQRVSLPRMVYPQPKVLTPCRKDVLVVTPWLAPIVWEGTFNIDILNEQFRLQNTTIGLTVFAIKKYVAFLKLFLETAEKHFMVGHRVHYYVFTDQPAAVPRVTLGTGRQLSVLEVRAYKRWQDVSMRRMEMISDFCERRFLSEVDYLVCVDVDMEFRDHVGVEILTPLFGTLHPGFYGSSREAFTYERRPQSQAYIPKDEGDFYYLGGFFGGSVQEVQRLTRACHQAMMVDQANGIEAVWHDESHLNKYLLRHKPTKVLSPEYLWDQQLLGWPAVLRKLRFTAVPKNHQAVRNP. The pKd is 2.6. (2) The small molecule is Cc1c(C(=O)NN2CCCCC2)nn(-c2ccc(Cl)cc2Cl)c1-c1ccc(Cl)cc1. The target protein sequence is MKSILDGLADTTFRTITTDLLYVGSNDIQYEDIKGDMASKLGYFPQKFPLTSFRGSPFQEKMTAGDNPQLVPADQVNITEFYNKSLSSFKENEENIQCGENFMDIECFMVLNPSQQLAIAVLSLTLGTFTVLENLLVLCVILHSRSLRCRPSYHFIGSLAVADLLGSVIFVYSFIDFHVFHRKDSRNVFLFKLGGVTASFTASVGSLFLTAIDRYISIARPLAYKRIVTRPKAVVAFCLMWTIAIVIAVLPLLGWNCEKLQSVCSDIFPHIDETYLMFWIGVTSVLLLFIVYAYMYILWKAHSHAVRMIQRGTQKSIIIHTSEDGKVQVTRPDQARMDIRLAKTLVLILVVLIICWGPLLAIMVYDVFGKMNKLIKTVFAFCSMLCLLNSTVNPIIYALRSKDLRHAFRSMFPSCEGTAQPLDNSMGDSDCLHKHANNAASVHRAAESCIKSTVKIAKVTMSVSTDTSAEAL. The pKd is 8.6. (3) The drug is C=CC(=O)Nc1cccc(CN2C(=O)N(c3c(Cl)c(OC)cc(OC)c3Cl)Cc3cnc(NCCCCNCC)nc32)c1. The target protein (P10721) has sequence MRGARGAWDFLCVLLLLLRVQTGSSQPSVSPGEPSPPSIHPGKSDLIVRVGDEIRLLCTDPGFVKWTFEILDETNENKQNEWITEKAEATNTGKYTCTNKHGLSNSIYVFVRDPAKLFLVDRSLYGKEDNDTLVRCPLTDPEVTNYSLKGCQGKPLPKDLRFIPDPKAGIMIKSVKRAYHRLCLHCSVDQEGKSVLSEKFILKVRPAFKAVPVVSVSKASYLLREGEEFTVTCTIKDVSSSVYSTWKRENSQTKLQEKYNSWHHGDFNYERQATLTISSARVNDSGVFMCYANNTFGSANVTTTLEVVDKGFINIFPMINTTVFVNDGENVDLIVEYEAFPKPEHQQWIYMNRTFTDKWEDYPKSENESNIRYVSELHLTRLKGTEGGTYTFLVSNSDVNAAIAFNVYVNTKPEILTYDRLVNGMLQCVAAGFPEPTIDWYFCPGTEQRCSASVLPVDVQTLNSSGPPFGKLVVQSSIDSSAFKHNGTVECKAYNDVGKT.... The pKd is 6.4. (4) The compound is CCN(CC)CCNC(=O)c1c(C)[nH]c(/C=C2\C(=O)Nc3ccc(F)cc32)c1C. The target protein (Q59H18) has sequence MGNYKSRPTQTCTDEWKKKVSESYVITIERLEDDLQIKEKELTELRNIFGSDEAFSKVNLNYRTENGLSLLHLCCICGGKKSHIRTLMLKGLRPSRLTRNGFTALHLAVYKDNAELITSLLHSGADIQQVGYGGLTALHIATIAGHLEAADVLLQHGANVNIQDAVFFTPLHIAAYYGHEQVTRLLLKFGADVNVSGEVGDRPLHLASAKGFLNIAKLLMEEGSKADVNAQDNEDHVPLHFCSRFGHHDIVKYLLQSDLEVQPHVVNIYGDTPLHLACYNGKFEVAKEIIQISGTESLTKENIFSETAFHSACTYGKSIDLVKFLLDQNVININHQGRDGHTGLHSACYHGHIRLVQFLLDNGADMNLVACDPSRSSGEKDEQTCLMWAYEKGHDAIVTLLKHYKRPQDELPCNEYSQPGGDGSYVSVPSPLGKIKSMTKEKADILLLRAGLPSHFHLQLSEIEFHEIIGSGSFGKVYKGRCRNKIVAIKRYRANTYCSK.... The pKd is 5.0. (5) The drug is CSc1cccc(Nc2ncc3cc(-c4c(Cl)cccc4Cl)c(=O)n(C)c3n2)c1. The target protein (Q15569) has sequence MAGERPPLRGPGPGPGEVPGEGPPGPGGTGGGPGRGRPSSYRALRSAVSSLARVDDFHCAEKIGAGFFSEVYKVRHRQSGQVMVLKMNKLPSNRGNTLREVQLMNRLRHPNILRFMGVCVHQGQLHALTEYMNGGTLEQLLSSPEPLSWPVRLHLALDIARGLRYLHSKGVFHRDLTSKNCLVRREDRGFTAVVGDFGLAEKIPVYREGARKEPLAVVGSPYWMAPEVLRGELYDEKADVFAFGIVLCELIARVPADPDYLPRTEDFGLDVPAFRTLVGDDCPLPFLLLAIHCCNLEPSTRAPFTEITQHLEWILEQLPEPAPLTRTALTHNQGSVARGGPSATLPRPDPRLSRSRSDLFLPPSPESPPNWGDNLTRVNPFSLREDLRGGKIKLLDTPSKPVLPLVPPSPFPSTQLPLVTTPETLVQPGTPARRCRSLPSSPELPRRMETALPGPGPPAVGPSAEEKMECEGSSPEPEPPGPAPQLPLAVATDNFISTCS.... The pKd is 7.1.